Regression. Given a peptide amino acid sequence and an MHC pseudo amino acid sequence, predict their binding affinity value. This is MHC class I binding data. From a dataset of Peptide-MHC class I binding affinity with 185,985 pairs from IEDB/IMGT. (1) The peptide sequence is TETMPKTSRPT. The MHC is Mamu-A11 with pseudo-sequence Mamu-A11. The binding affinity (normalized) is 0. (2) The peptide sequence is RLFFKCIYR. The MHC is HLA-A24:02 with pseudo-sequence HLA-A24:02. The binding affinity (normalized) is 0.0847. (3) The peptide sequence is KVADVDLAVPV. The MHC is HLA-B37:01 with pseudo-sequence HLA-B37:01. The binding affinity (normalized) is 0.371.